The task is: Predict the product of the given reaction.. This data is from Forward reaction prediction with 1.9M reactions from USPTO patents (1976-2016). (1) Given the reactants [Br:1][C:2]1[CH:9]=[C:8]([Br:10])[CH:7]=[C:4]([CH:5]=O)[C:3]=1[OH:11].[C:12](OC(=O)C)(=[O:14])[CH3:13].C(N(CC)CC)C, predict the reaction product. The product is: [Br:10][C:8]1[CH:7]=[C:4]2[C:3](=[C:2]([Br:1])[CH:9]=1)[O:11][C:12](=[O:14])[CH:13]=[CH:5]2. (2) Given the reactants [CH3:1][C:2]([C:4]1[CH:5]=[CH:6][C:7]([OH:10])=[CH:8][CH:9]=1)=O.[N:11]1[NH:12][C:13](=[O:17])[CH:14]=CC=1, predict the reaction product. The product is: [OH:10][C:7]1[CH:6]=[CH:5][C:4]([C:2]2[CH:1]=[CH:14][C:13](=[O:17])[NH:12][N:11]=2)=[CH:9][CH:8]=1. (3) Given the reactants [NH2:1][C:2]1[CH:10]=[C:9]([CH3:11])[CH:8]=[CH:7][C:3]=1[C:4](O)=[O:5], predict the reaction product. The product is: [NH2:1][C:2]1[CH:10]=[C:9]([CH3:11])[CH:8]=[CH:7][C:3]=1[CH2:4][OH:5]. (4) Given the reactants [C:1](Cl)(=[O:10])[C:2]1[CH:7]=[CH:6][C:5]([O:8][CH3:9])=[CH:4][CH:3]=1.[Br:12][CH2:13][CH2:14][O:15][C:16]1[CH:21]=[CH:20][CH:19]=[CH:18][CH:17]=1.[Cl-].[Al+3].[Cl-].[Cl-], predict the reaction product. The product is: [CH3:9][O:8][C:5]1[CH:6]=[CH:7][C:2]([C:1]([C:19]2[CH:20]=[CH:21][C:16]([O:15][CH2:14][CH2:13][Br:12])=[CH:17][CH:18]=2)=[O:10])=[CH:3][CH:4]=1. (5) Given the reactants C(O[K])(C)(C)C.[CH:7]1([OH:12])[CH2:11][CH2:10][CH2:9][CH2:8]1.[CH3:13][C:14]1[N:19]=[CH:18][C:17]([CH:20]=[CH:21][N+:22]([O-:24])=[O:23])=[CH:16][N:15]=1, predict the reaction product. The product is: [CH:7]1([O:12][CH:20]([C:17]2[CH:18]=[N:19][C:14]([CH3:13])=[N:15][CH:16]=2)[CH2:21][N+:22]([O-:24])=[O:23])[CH2:11][CH2:10][CH2:9][CH2:8]1. (6) Given the reactants [Si:1]([O:8][CH2:9][C@@H:10]1[C@@H:14]([O:15][Si:16]([CH:23]([CH3:25])[CH3:24])([CH:20]([CH3:22])[CH3:21])[CH:17]([CH3:19])[CH3:18])[CH2:13][C@H:12]([NH:26][C:27]2[C:32]([C:33]([C:35]3[S:36][C:37]([CH3:42])=[C:38]([CH2:40]O)[CH:39]=3)=[O:34])=[CH:31][N:30]=[CH:29][N:28]=2)[CH2:11]1)([C:4]([CH3:7])([CH3:6])[CH3:5])([CH3:3])[CH3:2].S(Cl)([Cl:45])=O, predict the reaction product. The product is: [Si:1]([O:8][CH2:9][C@@H:10]1[C@@H:14]([O:15][Si:16]([CH:23]([CH3:25])[CH3:24])([CH:20]([CH3:22])[CH3:21])[CH:17]([CH3:19])[CH3:18])[CH2:13][C@H:12]([NH:26][C:27]2[C:32]([C:33]([C:35]3[S:36][C:37]([CH3:42])=[C:38]([CH2:40][Cl:45])[CH:39]=3)=[O:34])=[CH:31][N:30]=[CH:29][N:28]=2)[CH2:11]1)([C:4]([CH3:7])([CH3:6])[CH3:5])([CH3:3])[CH3:2]. (7) Given the reactants Br[C:2]1[CH:7]=[CH:6][C:5]([F:8])=[CH:4][C:3]=1[C:9]1[C:18]2[C:17](=[O:19])[N:16]([CH3:20])[C:15](=[O:21])[N:14]([CH3:22])[C:13]=2[N:12]=[C:11](Cl)[C:10]=1[C:24]#[N:25].[C:26]1([CH:32]([NH2:40])[CH2:33][C:34]2[CH:39]=[CH:38][CH:37]=[CH:36][CH:35]=2)[CH:31]=[CH:30][CH:29]=[CH:28][CH:27]=1.NCC1C(N2CCOCC2)=NC2N(C)C(=O)N(C)[C:50](=[O:51])C=2C=1C1C=C(F)C=CC=1Br, predict the reaction product. The product is: [NH2:25][CH2:24][C:10]1[C:11]([NH:40][CH:32]([C:26]2[CH:31]=[CH:30][CH:29]=[CH:28][CH:27]=2)[CH2:33][C:34]2[CH:35]=[CH:36][CH:37]=[CH:38][CH:39]=2)=[N:12][C:13]2[N:14]([CH3:22])[C:15](=[O:21])[N:16]([CH3:20])[C:17](=[O:19])[C:18]=2[C:9]=1[C:3]1[CH:4]=[C:5]([F:8])[CH:6]=[CH:7][C:2]=1[O:51][CH3:50]. (8) Given the reactants [CH2:1]([C:3]1[N:4]([CH:25]2[CH2:28][N:27](C(OC(C)(C)C)=O)[CH2:26]2)[N:5]=[C:6]2[C:11](=[O:12])[NH:10][C:9]([C:13]3[C:14]([O:21][CH2:22][CH2:23][CH3:24])=[N:15][CH:16]=[C:17](C#C)[CH:18]=3)=[N:8][C:7]=12)[CH3:2].S(=O)(=O)(O)O.[CH3:41][C:42](C)=[O:43], predict the reaction product. The product is: [C:42]([C:17]1[CH:18]=[C:13]([C:9]2[NH:10][C:11](=[O:12])[C:6]3[C:7](=[C:3]([CH2:1][CH3:2])[N:4]([CH:25]4[CH2:26][NH:27][CH2:28]4)[N:5]=3)[N:8]=2)[C:14]([O:21][CH2:22][CH2:23][CH3:24])=[N:15][CH:16]=1)(=[O:43])[CH3:41].